From a dataset of Reaction yield outcomes from USPTO patents with 853,638 reactions. Predict the reaction yield, written as a fraction of the theoretical maximum amount of product (1.0 means a 100% yield; for example, 0.34 means a 34% yield). The reactants are [H-].[Na+].O1C[CH2:6][CH2:5][CH2:4]1.[C:8]1([CH2:16][OH:17])[CH:13]=[CH:12][C:11]([CH2:14][OH:15])=[CH:10][CH:9]=1.C(Br)C#C. The catalyst is O.CN(C)C=O. The product is [CH2:6]([O:15][CH2:14][C:11]1[CH:12]=[CH:13][C:8]([CH2:16][OH:17])=[CH:9][CH:10]=1)[C:5]#[CH:4]. The yield is 0.580.